This data is from Full USPTO retrosynthesis dataset with 1.9M reactions from patents (1976-2016). The task is: Predict the reactants needed to synthesize the given product. (1) Given the product [Cl:31][C:32]1[CH:37]=[CH:36][C:35]([N:38]([CH2:39][CH3:40])[C:24]([N:17]2[CH2:16][CH2:15][C:12]3([C:11](=[O:20])[N:10]([C:7]4[CH:8]=[CH:9][C:4]([O:3][C:2]([F:1])([F:21])[F:22])=[CH:5][CH:6]=4)[CH2:14][CH2:13]3)[CH2:19][CH2:18]2)=[O:23])=[CH:34][CH:33]=1, predict the reactants needed to synthesize it. The reactants are: [F:1][C:2]([F:22])([F:21])[O:3][C:4]1[CH:9]=[CH:8][C:7]([N:10]2[CH2:14][CH2:13][C:12]3([CH2:19][CH2:18][NH:17][CH2:16][CH2:15]3)[C:11]2=[O:20])=[CH:6][CH:5]=1.[O:23]=[C:24](Cl)OC(Cl)(Cl)Cl.[Cl:31][C:32]1[CH:37]=[CH:36][C:35]([NH:38][CH2:39][CH3:40])=[CH:34][CH:33]=1. (2) The reactants are: C[C:2]([CH3:5])([O-:4])C.[K+].[C:7]([O:11][C:12]([NH:14][C:15]([CH3:20])([CH3:19])[CH2:16][CH:17]=O)=[O:13])([CH3:10])([CH3:9])[CH3:8].[O:21]1CC[CH2:23][CH2:22]1. Given the product [C:7]([O:11][C:12]([NH:14][C:15]([CH3:20])([CH3:19])[CH2:16]/[CH:17]=[CH:23]/[C:22]([O:4][CH2:2][CH3:5])=[O:21])=[O:13])([CH3:10])([CH3:9])[CH3:8], predict the reactants needed to synthesize it. (3) Given the product [C:18]([C:17]1[C:12]([NH:1][C@@H:2]2[CH2:5][C@H:4]([C:6]([NH2:8])=[O:7])[C:3]2([CH3:10])[CH3:9])=[N:13][C:14]([S:20][CH3:21])=[N:15][CH:16]=1)#[N:19], predict the reactants needed to synthesize it. The reactants are: [NH2:1][C@@H:2]1[CH2:5][C@H:4]([C:6]([NH2:8])=[O:7])[C:3]1([CH3:10])[CH3:9].Cl[C:12]1[C:17]([C:18]#[N:19])=[CH:16][N:15]=[C:14]([S:20][CH3:21])[N:13]=1.CCN(C(C)C)C(C)C. (4) Given the product [O:1]=[C:2]([CH2:13][CH2:14][CH2:15][CH2:16][CH2:17][CH2:18][C:19]([O:21][CH3:22])=[O:20])[CH2:3][C:4]([O:6][C@@H:7]([CH3:12])[CH2:8][C:9](=[O:11])[CH3:10])=[O:5], predict the reactants needed to synthesize it. The reactants are: [O:1]=[C:2]([CH2:13][CH2:14][CH2:15][CH2:16][CH2:17][CH2:18][C:19]([O:21][CH3:22])=[O:20])[CH2:3][C:4]([O:6][C@@H:7]([CH3:12])[CH2:8][C@@H:9]([OH:11])[CH3:10])=[O:5].C[N+]1([O-])CCOCC1. (5) Given the product [CH:15]1[C:16]2[C:11](=[CH:10][CH:9]=[CH:8][CH:7]=2)[CH:12]=[CH:13][CH:14]=1, predict the reactants needed to synthesize it. The reactants are: [Sm].ICCI.I[C:7]1[C:16]2[C:11](=[CH:12][CH:13]=[CH:14][CH:15]=2)[CH:10]=[CH:9][CH:8]=1. (6) Given the product [O:18]1[C:19]2[C:24](=[CH:23][CH:22]=[CH:21][CH:20]=2)[CH:15]([NH:14][C:11]2[O:12][CH2:13][C:8]3[CH:7]=[C:6]([NH:5][C:3](=[O:4])[CH2:2][N:27]4[CH2:32][CH2:31][O:30][CH2:29][CH2:28]4)[CH:26]=[CH:25][C:9]=3[N:10]=2)[CH2:16][CH2:17]1, predict the reactants needed to synthesize it. The reactants are: Cl[CH2:2][C:3]([NH:5][C:6]1[CH:26]=[CH:25][C:9]2[N:10]=[C:11]([NH:14][CH:15]3[C:24]4[C:19](=[CH:20][CH:21]=[CH:22][CH:23]=4)[O:18][CH2:17][CH2:16]3)[O:12][CH2:13][C:8]=2[CH:7]=1)=[O:4].[NH:27]1[CH2:32][CH2:31][O:30][CH2:29][CH2:28]1.